From a dataset of Full USPTO retrosynthesis dataset with 1.9M reactions from patents (1976-2016). Predict the reactants needed to synthesize the given product. (1) Given the product [Cl:16][C:3]1[CH:2]([CH3:1])[CH2:6][N:5]([C:7]2[CH:8]=[N:9][CH:10]=[CH:11][CH:12]=2)[N:4]=1, predict the reactants needed to synthesize it. The reactants are: [CH3:1][CH:2]1[CH2:6][N:5]([C:7]2[CH:8]=[N:9][CH:10]=[CH:11][CH:12]=2)[NH:4][C:3]1=O.P(Cl)(Cl)([Cl:16])=O. (2) Given the product [C:21]([N:16]1[CH2:17][CH2:18][CH2:42][CH2:20][C:13]2[C:12]([C:26]3[S:30][CH:29]=[N:28][CH:27]=3)=[C:9]3[C:10]4[CH:11]=[C:2]([C:34]5[CH:35]=[N:36][CH:37]=[CH:38][CH:39]=5)[C:3]([O:31][CH3:32])=[CH:4][C:5]=4[CH2:6][CH2:7][N:8]3[C:14]=2[C:15]1=[O:25])([CH3:23])([CH3:22])[CH3:24], predict the reactants needed to synthesize it. The reactants are: Br[C:2]1[C:3]([O:31][CH3:32])=[CH:4][C:5]2[CH2:6][CH2:7][N:8]3[C:14]4[C:15](=[O:25])[N:16]([C:21]([CH3:24])([CH3:23])[CH3:22])[CH2:17][CH2:18]O[CH2:20][C:13]=4[C:12]([C:26]4[S:30][CH:29]=[N:28][CH:27]=4)=[C:9]3[C:10]=2[CH:11]=1.B(O)(O)[C:34]1[CH:39]=[CH:38][CH:37]=[N:36][CH:35]=1.[C:42]([O-])([O-])=O.[K+].[K+].[OH-].[Na+]. (3) The reactants are: [CH3:1][C:2]1[CH:7]=[CH:6][CH:5]=[CH:4][C:3]=1[CH:8]([C:10]1[CH:15]=[CH:14][CH:13]=[CH:12][C:11]=1[CH3:16])O.[BrH:17]. Given the product [Br:17][CH:8]([C:10]1[CH:15]=[CH:14][CH:13]=[CH:12][C:11]=1[CH3:16])[C:3]1[CH:4]=[CH:5][CH:6]=[CH:7][C:2]=1[CH3:1], predict the reactants needed to synthesize it. (4) Given the product [CH3:5][O:6][P:7]([C:11]1[CH:12]=[C:13]2[C:17](=[CH:18][CH:19]=1)[NH:16][N:15]=[C:14]2[I:1])(=[O:10])[O:8][CH3:9], predict the reactants needed to synthesize it. The reactants are: [I:1]I.[OH-].[K+].[CH3:5][O:6][P:7]([C:11]1[CH:12]=[C:13]2[C:17](=[CH:18][CH:19]=1)[N:16](C(=O)C)[N:15]=[CH:14]2)(=[O:10])[O:8][CH3:9].S([O-])([O-])(=O)=S.[Na+].[Na+].